This data is from Reaction yield outcomes from USPTO patents with 853,638 reactions. The task is: Predict the reaction yield, written as a fraction of the theoretical maximum amount of product (1.0 means a 100% yield; for example, 0.34 means a 34% yield). (1) The product is [Br:12][C:6]1[CH:7]=[C:8]([N+:9]([O-:11])=[O:10])[C:2]([F:1])=[CH:3][C:4]=1[NH2:5]. The reactants are [F:1][C:2]1[CH:3]=[C:4]([CH:6]=[CH:7][C:8]=1[N+:9]([O-:11])=[O:10])[NH2:5].[Br:12]N1C(=O)CCC1=O. The catalyst is C(OCC)(=O)C. The yield is 0.500. (2) The reactants are [Cl:1][C:2]1[CH:3]=[C:4]2[C:8](=[CH:9][CH:10]=1)[NH:7][C:6]([C:11]([NH:13][NH2:14])=[O:12])=[CH:5]2.[C:15](O)(=[O:23])[C:16]1[C:17](=[CH:19][CH:20]=[CH:21][CH:22]=1)[NH2:18].C1C=CC2N(O)N=NC=2C=1.O. The catalyst is CN(C=O)C.[Cl-].[Na+].O.C1COCC1.C(Cl)CCl. The product is [Cl:1][C:2]1[CH:3]=[C:4]2[C:8](=[CH:9][CH:10]=1)[NH:7][C:6]([C:11]([NH:13][NH:14][C:15](=[O:23])[C:16]1[CH:22]=[CH:21][CH:20]=[CH:19][C:17]=1[NH2:18])=[O:12])=[CH:5]2. The yield is 0.550. (3) The product is [C:16]([C:14]1[S:15][C:11]([N:8]2[CH2:7][CH2:6][C:5](=[O:4])[CH2:10][CH2:9]2)=[C:12]([C:24]2[CH:25]=[CH:26][N:27]=[CH:28][CH:29]=2)[CH:13]=1)(=[O:17])[C:18]1[CH:23]=[CH:22][CH:21]=[CH:20][CH:19]=1. The reactants are O1[C:5]2([CH2:10][CH2:9][N:8]([C:11]3[S:15][C:14]([C:16]([C:18]4[CH:23]=[CH:22][CH:21]=[CH:20][CH:19]=4)=[O:17])=[CH:13][C:12]=3[C:24]3[CH:29]=[CH:28][N:27]=[CH:26][CH:25]=3)[CH2:7][CH2:6]2)[O:4]CC1.O.C1(C)C=CC(S(O)(=O)=O)=CC=1.[OH-].[Na+].C(=O)([O-])[O-].[Na+].[Na+]. The catalyst is O.CC(C)=O. The yield is 0.630.